Regression. Given a peptide amino acid sequence and an MHC pseudo amino acid sequence, predict their binding affinity value. This is MHC class I binding data. From a dataset of Peptide-MHC class I binding affinity with 185,985 pairs from IEDB/IMGT. (1) The peptide sequence is FALLNPQKM. The MHC is H-2-Kb with pseudo-sequence H-2-Kb. The binding affinity (normalized) is 0.599. (2) The peptide sequence is LVGKLNWASQIY. The MHC is HLA-B15:01 with pseudo-sequence HLA-B15:01. The binding affinity (normalized) is 0.288. (3) The peptide sequence is RKRRWRRRW. The MHC is Mamu-B52 with pseudo-sequence Mamu-B52. The binding affinity (normalized) is 0.424. (4) The MHC is HLA-A02:11 with pseudo-sequence HLA-A02:11. The peptide sequence is QLFPELECF. The binding affinity (normalized) is 0.0847.